Predict the reactants needed to synthesize the given product. From a dataset of Full USPTO retrosynthesis dataset with 1.9M reactions from patents (1976-2016). (1) Given the product [OH:3][CH2:4][CH:5]=[C:6]1[CH2:7][CH2:8][N:9]([C:12]([O:14][C:15]([CH3:18])([CH3:17])[CH3:16])=[O:13])[CH2:10][CH2:11]1, predict the reactants needed to synthesize it. The reactants are: C([O:3][C:4](=O)[CH:5]=[C:6]1[CH2:11][CH2:10][N:9]([C:12]([O:14][C:15]([CH3:18])([CH3:17])[CH3:16])=[O:13])[CH2:8][CH2:7]1)C.[H-].C([Al+]CC(C)C)C(C)C.[NH4+].[Cl-].O. (2) Given the product [C:19]([S:22][CH2:23][CH2:24][NH:25][C:26](=[O:69])[CH2:27][CH2:28][NH:29][C:30](=[O:68])[C@H:31]([OH:67])[C:32]([CH3:65])([CH3:66])[CH2:33][O:34][P:35]([OH:64])(=[O:63])[O:36][P:37]([OH:62])(=[O:61])[O:38][CH2:39][C@H:40]1[O:44][C@@H:43]([N:45]2[C:54]3[N:53]=[CH:52][N:51]=[C:49]([NH2:50])[C:48]=3[N:47]=[CH:46]2)[C@H:42]([OH:55])[C@@H:41]1[O:56][P:57]([OH:60])([OH:59])=[O:58])(=[O:21])[CH2:20][C:5]([CH3:6])=[O:4], predict the reactants needed to synthesize it. The reactants are: P([O:4][C@@:5](CCO)(C)[CH2:6]C([O-])=O)(=O)=O.C=CC(=C)C.[C:19]([S:22][CH2:23][CH2:24][NH:25][C:26](=[O:69])[CH2:27][CH2:28][NH:29][C:30](=[O:68])[C@H:31]([OH:67])[C:32]([CH3:66])([CH3:65])[CH2:33][O:34][P:35]([OH:64])(=[O:63])[O:36][P:37]([OH:62])(=[O:61])[O:38][CH2:39][C@H:40]1[O:44][C@@H:43]([N:45]2[C:54]3[N:53]=[CH:52][N:51]=[C:49]([NH2:50])[C:48]=3[N:47]=[CH:46]2)[C@H:42]([OH:55])[C@@H:41]1[O:56][P:57]([OH:60])([OH:59])=[O:58])(=[O:21])[CH3:20]. (3) Given the product [CH:17]1([C@H:15]([NH:14][C:12]2[N:11]=[C:10]([C:21]#[N:22])[N:9]=[C:8]3[C:13]=2[N:5]([CH2:4][C:3]2[CH:23]=[CH:24][C:25]([C:27]([F:29])([F:28])[F:30])=[CH:26][C:2]=2[N:1]2[C:34](=[O:35])[C:33]4[C:32](=[CH:40][CH:39]=[CH:38][CH:37]=4)[C:31]2=[O:36])[CH:6]=[N:7]3)[CH3:16])[CH2:20][CH2:19][CH2:18]1, predict the reactants needed to synthesize it. The reactants are: [NH2:1][C:2]1[CH:26]=[C:25]([C:27]([F:30])([F:29])[F:28])[CH:24]=[CH:23][C:3]=1[CH2:4][N:5]1[C:13]2[C:8](=[N:9][C:10]([C:21]#[N:22])=[N:11][C:12]=2[NH:14][C@@H:15]([CH:17]2[CH2:20][CH2:19][CH2:18]2)[CH3:16])[N:7]=[CH:6]1.[C:31]1(=O)[O:36][C:34](=[O:35])[C:33]2=[CH:37][CH:38]=[CH:39][CH:40]=[C:32]12.C(O)(=O)C. (4) Given the product [N:20]1([C:16]2[N:15]=[C:14]([C:12]3[S:4][C:3]4[CH:5]=[CH:6][CH:7]=[CH:8][C:2]=4[C:1](=[O:10])[N:13]=3)[CH:19]=[CH:18][CH:17]=2)[CH2:21][CH2:22][CH2:23][CH2:24][CH2:25]1, predict the reactants needed to synthesize it. The reactants are: [C:1]([O:10]C)(=O)[C:2]1[C:3](=[CH:5][CH:6]=[CH:7][CH:8]=1)[SH:4].[C:12]([C:14]1[CH:19]=[CH:18][CH:17]=[C:16]([N:20]2[CH2:25][CH2:24][CH2:23][CH2:22][CH2:21]2)[N:15]=1)#[N:13].C(N(CC)CC)C.